From a dataset of Catalyst prediction with 721,799 reactions and 888 catalyst types from USPTO. Predict which catalyst facilitates the given reaction. (1) Reactant: [Cl:1][C:2]1[CH:7]=[CH:6][CH:5]=[CH:4][C:3]=1[C:8]1[N:9]([C:37]2[CH:42]=[CH:41][C:40]([Cl:43])=[CH:39][CH:38]=2)[C:10]2[C:15]([N:16]=1)=[C:14]([N:17]1[CH2:22][CH2:21][C:20]([NH:29]C(=O)OC(C)(C)C)([C:23]3[CH:28]=[CH:27][CH:26]=[CH:25][CH:24]=3)[CH2:19][CH2:18]1)[N:13]=[CH:12][N:11]=2.FC(F)(F)C(O)=O. Product: [Cl:1][C:2]1[CH:7]=[CH:6][CH:5]=[CH:4][C:3]=1[C:8]1[N:9]([C:37]2[CH:38]=[CH:39][C:40]([Cl:43])=[CH:41][CH:42]=2)[C:10]2[C:15]([N:16]=1)=[C:14]([N:17]1[CH2:22][CH2:21][C:20]([C:23]3[CH:28]=[CH:27][CH:26]=[CH:25][CH:24]=3)([NH2:29])[CH2:19][CH2:18]1)[N:13]=[CH:12][N:11]=2. The catalyst class is: 4. (2) Reactant: [I:1][C:2]1[CH:3]=[C:4]2[C:8](=[CH:9][CH:10]=1)[NH:7][C:6](=[O:11])[C:5]2=O.[CH3:13][O:14][C:15]1[CH:16]=[C:17]([CH:22]=[CH:23][CH:24]=1)[C:18]([NH:20][NH2:21])=[O:19]. Product: [I:1][C:2]1[CH:3]=[C:4]2[C:8](=[CH:9][CH:10]=1)[NH:7][C:6](=[O:11])[C:5]2=[N:21][NH:20][C:18](=[O:19])[C:17]1[CH:22]=[CH:23][CH:24]=[C:15]([O:14][CH3:13])[CH:16]=1. The catalyst class is: 15. (3) Reactant: Cl.[C:2]([S:5][CH2:6][CH:7]=[C:8]1[C:17]2[C:12](=[CH:13][CH:14]=[C:15]([Br:18])[CH:16]=2)[O:11][CH:10]([C:19]2[CH:24]=[CH:23][CH:22]=[CH:21][CH:20]=2)[CH2:9]1)(=[NH:4])[NH2:3].NC(N)=S.CS(O)(=O)=O. Product: [Br:18][C:15]1[CH:16]=[C:17]2[C:8]3([CH2:7][CH2:6][S:5][C:2]([NH2:3])=[N:4]3)[CH2:9][CH:10]([C:19]3[CH:24]=[CH:23][CH:22]=[CH:21][CH:20]=3)[O:11][C:12]2=[CH:13][CH:14]=1. The catalyst class is: 67.